This data is from Full USPTO retrosynthesis dataset with 1.9M reactions from patents (1976-2016). The task is: Predict the reactants needed to synthesize the given product. (1) The reactants are: [CH2:1]1[C:9]2[C:4](=[CH:5][CH:6]=[CH:7][CH:8]=2)[CH2:3][NH:2]1.[N:10]1([C:16]2[N:17]=[C:18]([CH2:23][C:24](OCC)=[O:25])[NH:19][C:20](=[O:22])[CH:21]=2)[CH2:15][CH2:14][O:13][CH2:12][CH2:11]1.C[Al](C)C. Given the product [CH2:1]1[C:9]2[C:4](=[CH:5][CH:6]=[CH:7][CH:8]=2)[CH2:3][N:2]1[C:24](=[O:25])[CH2:23][C:18]1[NH:19][C:20](=[O:22])[CH:21]=[C:16]([N:10]2[CH2:11][CH2:12][O:13][CH2:14][CH2:15]2)[N:17]=1, predict the reactants needed to synthesize it. (2) The reactants are: [CH2:1]([O:4][C:5]1([CH3:38])[CH2:10][CH2:9][N:8]([C:11]2[C:12]3[N:13]([N:28]=[C:29]([C:31]4[CH:36]=[CH:35][CH:34]=[C:33](Br)[CH:32]=4)[CH:30]=3)[CH:14]=[C:15]([CH3:27])[C:16]=2[C@H:17]([O:22][C:23]([CH3:26])([CH3:25])[CH3:24])[C:18]([O:20][CH3:21])=[O:19])[CH2:7][CH2:6]1)[CH:2]=[CH2:3].[OH:39][C:40]1[CH:45]=[CH:44][C:43]([CH3:46])=[CH:42][C:41]=1B(O)O.C([O-])([O-])=O.[Na+].[Na+]. Given the product [CH2:1]([O:4][C:5]1([CH3:38])[CH2:10][CH2:9][N:8]([C:11]2[C:12]3[N:13]([N:28]=[C:29]([C:31]4[CH:32]=[C:33]([C:41]5[CH:42]=[C:43]([CH3:46])[CH:44]=[CH:45][C:40]=5[OH:39])[CH:34]=[CH:35][CH:36]=4)[CH:30]=3)[CH:14]=[C:15]([CH3:27])[C:16]=2[C@H:17]([O:22][C:23]([CH3:26])([CH3:25])[CH3:24])[C:18]([O:20][CH3:21])=[O:19])[CH2:7][CH2:6]1)[CH:2]=[CH2:3], predict the reactants needed to synthesize it. (3) Given the product [NH2:13][C:8]([C:4]1[CH:5]=[CH:6][CH:7]=[C:2]([Br:1])[CH:3]=1)([CH2:11][OH:12])[CH2:9][OH:10], predict the reactants needed to synthesize it. The reactants are: [Br:1][C:2]1[CH:3]=[C:4]([C:8]([N+:13]([O-])=O)([CH2:11][OH:12])[CH2:9][OH:10])[CH:5]=[CH:6][CH:7]=1.[H][H]. (4) Given the product [CH3:19][O:18][C:17]1[CH:20]=[CH:21][C:13]([CH2:12][N:4]2[C:5]3[C:10](=[CH:9][CH:8]=[CH:7][CH:6]=3)[CH:2]([CH3:1])[CH2:3]2)=[CH:14][C:15]=1[OH:16], predict the reactants needed to synthesize it. The reactants are: [CH3:1][CH:2]1[C:10]2[C:5](=[CH:6][CH:7]=[CH:8][CH:9]=2)[NH:4][CH2:3]1.O=[CH:12][C:13]1[CH:21]=[CH:20][C:17]([O:18][CH3:19])=[C:15]([OH:16])[CH:14]=1.C(O[BH-](OC(=O)C)OC(=O)C)(=O)C.[Na+]. (5) Given the product [I:14][C:5]1[C:6]([C:8]2[CH:13]=[CH:12][CH:11]=[CH:10][CH:9]=2)=[N:7][C:2]([NH2:1])=[N:3][CH:4]=1, predict the reactants needed to synthesize it. The reactants are: [NH2:1][C:2]1[N:7]=[C:6]([C:8]2[CH:13]=[CH:12][CH:11]=[CH:10][CH:9]=2)[CH:5]=[CH:4][N:3]=1.[I:14]N1C(=O)CCC1=O.